Dataset: Reaction yield outcomes from USPTO patents with 853,638 reactions. Task: Predict the reaction yield, written as a fraction of the theoretical maximum amount of product (1.0 means a 100% yield; for example, 0.34 means a 34% yield). (1) The reactants are [CH3:1][C:2]1([NH:18][C:19](=[O:21])[CH3:20])[CH2:8][CH2:7][CH2:6][N:5]([C:9]2[N:13]([CH3:14])[N:12]=[CH:11][C:10]=2[N+:15]([O-])=O)[CH2:4][CH2:3]1.C(OC([NH:29][C:30]1[S:34][C:33]([C:35]2[C:40]([F:41])=[CH:39][CH:38]=[CH:37][N:36]=2)=[N:32][C:31]=1[C:42](O)=[O:43])=O)(C)(C)C. No catalyst specified. The product is [C:19]([NH:18][C:2]1([CH3:1])[CH2:8][CH2:7][CH2:6][N:5]([C:9]2[N:13]([CH3:14])[N:12]=[CH:11][C:10]=2[NH:15][C:42]([C:31]2[N:32]=[C:33]([C:35]3[C:40]([F:41])=[CH:39][CH:38]=[CH:37][N:36]=3)[S:34][C:30]=2[NH2:29])=[O:43])[CH2:4][CH2:3]1)(=[O:21])[CH3:20]. The yield is 0.290. (2) The reactants are [CH3:1][O:2][C:3](=[O:29])[CH2:4][O:5][C:6]1[CH:11]=[C:10]([CH3:12])[C:9]([S:13]([NH:16][C:17]2[CH:22]=[CH:21][C:20]([O:23][CH3:24])=[CH:19][C:18]=2[N+:25]([O-])=O)(=[O:15])=[O:14])=[C:8]([CH3:28])[CH:7]=1. The catalyst is C(OCC)(=O)C.[Ni].[Pt]=O. The product is [CH3:1][O:2][C:3](=[O:29])[CH2:4][O:5][C:6]1[CH:7]=[C:8]([CH3:28])[C:9]([S:13]([NH:16][C:17]2[CH:22]=[CH:21][C:20]([O:23][CH3:24])=[CH:19][C:18]=2[NH2:25])(=[O:15])=[O:14])=[C:10]([CH3:12])[CH:11]=1. The yield is 1.00. (3) The reactants are Cl.Cl.[NH2:3][CH:4]([CH2:19][CH:20]1[CH2:25][CH2:24][CH2:23][CH2:22][CH2:21]1)[C:5]([NH:7][C:8]1([C:17]#[N:18])[CH2:13][CH2:12][N:11]([CH2:14]CC)[CH2:10][CH2:9]1)=[O:6].[CH2:26]([N:28](CC)[CH2:29][CH3:30])[CH3:27].C(N(CC)[C:36]([S:38][C:39]#[N:40])=[O:37])C. The catalyst is C(#N)C. The product is [C:17]([C:8]1([NH:7][C:5](=[O:6])[CH:4]([NH:3][C:39]([NH:40][N:28]([CH2:29][CH3:30])[CH2:26][CH3:27])=[S:38]=[C:36]=[O:37])[CH2:19][CH:20]2[CH2:25][CH2:24][CH2:23][CH2:22][CH2:21]2)[CH2:13][CH2:12][N:11]([CH3:14])[CH2:10][CH2:9]1)#[N:18]. The yield is 0.490. (4) The reactants are [Cl:1][C:2]1[CH:7]=[CH:6][C:5]([N:8]([C:34](=[O:37])[CH2:35][CH3:36])[C@H:9]2[C:18]3[C:13](=[CH:14][CH:15]=[C:16]([CH:19]=[CH:20][C:21]([OH:23])=[O:22])[CH:17]=3)[N:12]([C:24](=[O:32])[C:25]3[CH:30]=[CH:29][C:28]([F:31])=[CH:27][CH:26]=3)[C@@H:11]([CH3:33])[CH2:10]2)=[CH:4][CH:3]=1.Br[C:39]1C=C2C(=CC=1)N(C(=O)C1C=CC(F)=CC=1)[C@@H](C)C[C@H]2N(C1C=CC(Cl)=CC=1)C(=O)CC.C1(P(C2C=CC=CC=2)CCCP(C2C=CC=CC=2)C2C=CC=CC=2)C=CC=CC=1.C(OC)(=O)C=C. The catalyst is CN(C=O)C.C([O-])(=O)C.[Pd+2].C([O-])(=O)C. The product is [CH3:39][O:22][C:21](=[O:23])[CH:20]=[CH:19][C:16]1[CH:17]=[C:18]2[C:13](=[CH:14][CH:15]=1)[N:12]([C:24](=[O:32])[C:25]1[CH:26]=[CH:27][C:28]([F:31])=[CH:29][CH:30]=1)[C@@H:11]([CH3:33])[CH2:10][C@H:9]2[N:8]([C:5]1[CH:6]=[CH:7][C:2]([Cl:1])=[CH:3][CH:4]=1)[C:34](=[O:37])[CH2:35][CH3:36]. The yield is 0.440. (5) The reactants are [CH2:1]([N:8]([C:20]1[C:25]([Cl:26])=[CH:24][C:23]([C:27]([F:30])([F:29])[F:28])=[CH:22][N:21]=1)[S:9]([C:12]1[CH:17]=[CH:16][C:15]([C:18]#[N:19])=[CH:14][CH:13]=1)(=[O:11])=[O:10])[C:2]1[CH:7]=[CH:6][CH:5]=[CH:4][CH:3]=1. The catalyst is [Ni].N.CO. The product is [NH2:19][CH2:18][C:15]1[CH:16]=[CH:17][C:12]([S:9]([N:8]([CH2:1][C:2]2[CH:3]=[CH:4][CH:5]=[CH:6][CH:7]=2)[C:20]2[C:25]([Cl:26])=[CH:24][C:23]([C:27]([F:30])([F:29])[F:28])=[CH:22][N:21]=2)(=[O:11])=[O:10])=[CH:13][CH:14]=1. The yield is 0.940. (6) The reactants are [CH2:1]([C@H:8]([NH:19][C:20](=[O:30])[O:21][C@@H:22]1[C@H:29]2[C@H:25]([O:26][CH2:27][CH2:28]2)[O:24][CH2:23]1)[C@H:9]([OH:18])[CH2:10][NH:11][O:12][CH:13]([CH2:16][CH3:17])[CH2:14][CH3:15])[C:2]1[CH:7]=[CH:6][CH:5]=[CH:4][CH:3]=1.[O:31]1[C:35]2[CH:36]=[CH:37][C:38]([S:40](Cl)(=[O:42])=[O:41])=[CH:39][C:34]=2[O:33][CH2:32]1.C(N(C(C)C)CC)(C)C. The catalyst is O1CCCC1.CN(C1C=CC=CN=1)C. The product is [O:31]1[C:35]2[CH:36]=[CH:37][C:38]([S:40]([N:11]([O:12][CH:13]([CH2:14][CH3:15])[CH2:16][CH3:17])[CH2:10][C@@H:9]([OH:18])[C@@H:8]([NH:19][C:20](=[O:30])[O:21][C@@H:22]3[C@H:29]4[C@H:25]([O:26][CH2:27][CH2:28]4)[O:24][CH2:23]3)[CH2:1][C:2]3[CH:3]=[CH:4][CH:5]=[CH:6][CH:7]=3)(=[O:41])=[O:42])=[CH:39][C:34]=2[O:33][CH2:32]1. The yield is 0.800. (7) The reactants are [CH3:1][C:2]1[CH:3]=[C:4]([OH:11])[CH:5]=[CH:6][C:7]=1[N+:8]([O-:10])=[O:9].C([O-])([O-])=O.[K+].[K+].Cl[CH2:19][CH2:20][N:21]1[CH2:26][CH2:25][O:24][CH2:23][CH2:22]1.O. The catalyst is CN(C=O)C. The product is [CH3:1][C:2]1[CH:3]=[C:4]([CH:5]=[CH:6][C:7]=1[N+:8]([O-:10])=[O:9])[O:11][CH2:19][CH2:20][N:21]1[CH2:26][CH2:25][O:24][CH2:23][CH2:22]1. The yield is 0.820. (8) The yield is 0.696. The reactants are [B:10]1([B:10]2[O:14][C:13]([CH3:16])([CH3:15])[C:12]([CH3:18])([CH3:17])[O:11]2)[O:14][C:13]([CH3:16])([CH3:15])[C:12]([CH3:18])([CH3:17])[O:11]1.P([O-])([O-])([O-])=O.[K+].[K+].[K+].O1[CH2:32][CH2:31][O:30][CH2:29]C1. The catalyst is CC(C1C=C(C(C)C)C(C2C(P(C3CCCCC3)C3CCCCC3)=CC=CC=2)=C(C(C)C)C=1)C.C1C=[C-]C(CCN)=CC=1.Cl[Pd+].CC(C1C=C(C(C)C)C(C2C=CC=CC=2P(C2CCCCC2)C2CCCCC2)=C(C(C)C)C=1)C. The product is [CH3:29][O:30][C:31]1[CH:32]=[CH:17][C:12]([CH3:18])=[C:13]([B:10]2[O:11][C:12]([CH3:17])([CH3:18])[C:13]([CH3:15])([CH3:16])[O:14]2)[CH:15]=1. (9) The reactants are [N+:1]([C:4]1[CH:9]=[CH:8][C:7]([N:10]2[CH2:15][CH2:14][N:13]([C:16]3[CH:21]=[CH:20][CH:19]=[CH:18][N:17]=3)[CH2:12][CH2:11]2)=[CH:6][CH:5]=1)([O-])=O. The catalyst is [Pd].[C].CO.C(OCC)(=O)C. The product is [N:17]1[CH:18]=[CH:19][CH:20]=[CH:21][C:16]=1[N:13]1[CH2:14][CH2:15][N:10]([C:7]2[CH:6]=[CH:5][C:4]([NH2:1])=[CH:9][CH:8]=2)[CH2:11][CH2:12]1. The yield is 1.00. (10) The reactants are [CH2:1]([N:3]1[C:11]2[CH:10]=[CH:9][CH:8]=[C:7]([CH:12]=O)[C:6]=2[CH:5]=[CH:4]1)[CH3:2].[CH3:14][NH2:15].[BH4-].[Na+].O. The yield is 0.910. The product is [CH2:1]([N:3]1[C:11]2[C:6](=[C:7]([CH2:12][NH:15][CH3:14])[CH:8]=[CH:9][CH:10]=2)[CH:5]=[CH:4]1)[CH3:2]. The catalyst is CO.